From a dataset of Forward reaction prediction with 1.9M reactions from USPTO patents (1976-2016). Predict the product of the given reaction. Given the reactants [CH3:1][O:2][C:3]([N:5]1[C@@H:13]2[C@@H:8]([C@@:9]([OH:23])([C:14]#[C:15][C:16]3[CH:17]=[C:18]([CH3:22])[CH:19]=[CH:20][CH:21]=3)[CH2:10][CH2:11][CH2:12]2)[CH2:7][CH2:6]1)=[O:4].[C:24]([O:28][C:29]([N:31]([CH3:40])[C@@H:32]([C@@H:36]([CH3:39])[CH2:37][CH3:38])[C:33](O)=[O:34])=[O:30])([CH3:27])([CH3:26])[CH3:25], predict the reaction product. The product is: [CH3:1][O:2][C:3]([N:5]1[C@H:13]2[C@H:8]([C@:9]([O:23][C:33](=[O:34])[C@@H:32]([N:31]([C:29]([O:28][C:24]([CH3:25])([CH3:27])[CH3:26])=[O:30])[CH3:40])[C@@H:36]([CH3:39])[CH2:37][CH3:38])([C:14]#[C:15][C:16]3[CH:17]=[C:18]([CH3:22])[CH:19]=[CH:20][CH:21]=3)[CH2:10][CH2:11][CH2:12]2)[CH2:7][CH2:6]1)=[O:4].